From a dataset of NCI-60 drug combinations with 297,098 pairs across 59 cell lines. Regression. Given two drug SMILES strings and cell line genomic features, predict the synergy score measuring deviation from expected non-interaction effect. (1) Cell line: MCF7. Drug 2: CC1CCC2CC(C(=CC=CC=CC(CC(C(=O)C(C(C(=CC(C(=O)CC(OC(=O)C3CCCCN3C(=O)C(=O)C1(O2)O)C(C)CC4CCC(C(C4)OC)OCCO)C)C)O)OC)C)C)C)OC. Drug 1: C1CCC(C1)C(CC#N)N2C=C(C=N2)C3=C4C=CNC4=NC=N3. Synergy scores: CSS=11.4, Synergy_ZIP=-4.80, Synergy_Bliss=-4.03, Synergy_Loewe=-9.52, Synergy_HSA=-4.42. (2) Drug 1: COC1=CC(=CC(=C1O)OC)C2C3C(COC3=O)C(C4=CC5=C(C=C24)OCO5)OC6C(C(C7C(O6)COC(O7)C8=CC=CS8)O)O. Drug 2: CCCS(=O)(=O)NC1=C(C(=C(C=C1)F)C(=O)C2=CNC3=C2C=C(C=N3)C4=CC=C(C=C4)Cl)F. Cell line: U251. Synergy scores: CSS=49.7, Synergy_ZIP=4.14, Synergy_Bliss=4.46, Synergy_Loewe=-16.1, Synergy_HSA=5.24. (3) Drug 1: CC1C(C(CC(O1)OC2CC(OC(C2O)C)OC3=CC4=CC5=C(C(=O)C(C(C5)C(C(=O)C(C(C)O)O)OC)OC6CC(C(C(O6)C)O)OC7CC(C(C(O7)C)O)OC8CC(C(C(O8)C)O)(C)O)C(=C4C(=C3C)O)O)O)O. Drug 2: COC1=NC(=NC2=C1N=CN2C3C(C(C(O3)CO)O)O)N. Cell line: SW-620. Synergy scores: CSS=58.4, Synergy_ZIP=0.0440, Synergy_Bliss=0.757, Synergy_Loewe=-38.7, Synergy_HSA=0.889. (4) Drug 1: CC1C(C(CC(O1)OC2CC(OC(C2O)C)OC3=CC4=CC5=C(C(=O)C(C(C5)C(C(=O)C(C(C)O)O)OC)OC6CC(C(C(O6)C)O)OC7CC(C(C(O7)C)O)OC8CC(C(C(O8)C)O)(C)O)C(=C4C(=C3C)O)O)O)O. Drug 2: C(CC(=O)O)C(=O)CN.Cl. Cell line: SK-MEL-5. Synergy scores: CSS=20.4, Synergy_ZIP=-0.779, Synergy_Bliss=-1.37, Synergy_Loewe=-21.4, Synergy_HSA=-0.979. (5) Drug 1: C1=NC2=C(N=C(N=C2N1C3C(C(C(O3)CO)O)F)Cl)N. Drug 2: N.N.Cl[Pt+2]Cl. Cell line: SF-268. Synergy scores: CSS=59.5, Synergy_ZIP=-2.87, Synergy_Bliss=-3.76, Synergy_Loewe=-1.16, Synergy_HSA=-1.06. (6) Drug 1: CC1=C2C(C(=O)C3(C(CC4C(C3C(C(C2(C)C)(CC1OC(=O)C(C(C5=CC=CC=C5)NC(=O)OC(C)(C)C)O)O)OC(=O)C6=CC=CC=C6)(CO4)OC(=O)C)O)C)O. Drug 2: CC1CCC2CC(C(=CC=CC=CC(CC(C(=O)C(C(C(=CC(C(=O)CC(OC(=O)C3CCCCN3C(=O)C(=O)C1(O2)O)C(C)CC4CCC(C(C4)OC)OCCO)C)C)O)OC)C)C)C)OC. Cell line: HT29. Synergy scores: CSS=6.48, Synergy_ZIP=4.71, Synergy_Bliss=11.4, Synergy_Loewe=8.41, Synergy_HSA=8.48. (7) Drug 1: CN1C(=O)N2C=NC(=C2N=N1)C(=O)N. Drug 2: C1=NNC2=C1C(=O)NC=N2. Cell line: SK-OV-3. Synergy scores: CSS=0.374, Synergy_ZIP=-0.258, Synergy_Bliss=-0.164, Synergy_Loewe=-1.79, Synergy_HSA=-1.04.